Dataset: Orexin1 receptor HTS with 218,158 compounds and 233 confirmed actives. Task: Binary Classification. Given a drug SMILES string, predict its activity (active/inactive) in a high-throughput screening assay against a specified biological target. (1) The compound is O=C1N(CCC1)c1ccc(cc1)C(=O)NC(c1ccccc1)C. The result is 0 (inactive). (2) The compound is O(c1c2nc(ccc2ccc1)C)c1nccnc1. The result is 0 (inactive). (3) The result is 0 (inactive). The molecule is O(c1nc(nc(c2ccccc2)c1)c1ccccc1)c1ccccc1.